From a dataset of Forward reaction prediction with 1.9M reactions from USPTO patents (1976-2016). Predict the product of the given reaction. (1) Given the reactants [CH3:1][O:2][C:3](=[O:18])[C:4]([C:8](=[O:17])[C:9]1[CH:14]=[CH:13][C:12]([CH3:15])=[C:11]([CH3:16])[CH:10]=1)=[CH:5]OC.[F:19][C:20]1[CH:26]=[CH:25][C:23]([NH2:24])=[CH:22][CH:21]=1, predict the reaction product. The product is: [CH3:1][O:2][C:3](=[O:18])[C:4]([C:8](=[O:17])[C:9]1[CH:14]=[CH:13][C:12]([CH3:15])=[C:11]([CH3:16])[CH:10]=1)=[CH:5][NH:24][C:23]1[CH:25]=[CH:26][C:20]([F:19])=[CH:21][CH:22]=1. (2) Given the reactants [O:1]=[S:2]1(=[O:16])[CH2:7][CH2:6][N:5]([C:8]([CH3:15])([CH3:14])[CH2:9][NH:10]C(=O)C)[CH2:4][CH2:3]1.[OH-].[Na+], predict the reaction product. The product is: [NH2:10][CH2:9][C:8]([N:5]1[CH2:4][CH2:3][S:2](=[O:16])(=[O:1])[CH2:7][CH2:6]1)([CH3:15])[CH3:14]. (3) Given the reactants [NH2:1][C:2]1[CH:11]=[CH:10][CH:9]=[C:8]2[C:3]=1[CH:4]=[CH:5][N:6]([CH2:13][CH2:14][S:15]([CH3:18])(=[O:17])=[O:16])[C:7]2=[O:12].CN(C)C=O.[Cl:24][C:25]1[CH:30]=[CH:29][C:28]([CH2:31][C:32](O)=[O:33])=[CH:27][C:26]=1[C:35]([F:38])([F:37])[F:36].F[P-](F)(F)(F)(F)F.C[N+](C)=C(N(C)C)ON1C2N=CC=CC=2N=N1.C(N(CC)C(C)C)(C)C, predict the reaction product. The product is: [Cl:24][C:25]1[CH:30]=[CH:29][C:28]([CH2:31][C:32]([NH:1][C:2]2[CH:11]=[CH:10][CH:9]=[C:8]3[C:3]=2[CH:4]=[CH:5][N:6]([CH2:13][CH2:14][S:15]([CH3:18])(=[O:17])=[O:16])[C:7]3=[O:12])=[O:33])=[CH:27][C:26]=1[C:35]([F:36])([F:37])[F:38].